Dataset: Full USPTO retrosynthesis dataset with 1.9M reactions from patents (1976-2016). Task: Predict the reactants needed to synthesize the given product. (1) Given the product [F:39][CH:2]([F:1])[C:3]1[N:7]([C:8]2[N:13]=[C:12]([N:14]3[CH2:15][CH2:16][O:17][CH2:18][CH2:19]3)[N:11]=[C:10]([N:20]([CH:27]3[CH2:32][CH2:31][N:30]([S:41]([CH3:40])(=[O:43])=[O:42])[CH2:29][CH2:28]3)[CH2:21][CH2:22][CH2:23][N:24]([CH3:25])[CH3:26])[N:9]=2)[C:6]2[CH:33]=[CH:34][CH:35]=[C:36]([O:37][CH3:38])[C:5]=2[N:4]=1, predict the reactants needed to synthesize it. The reactants are: [F:1][CH:2]([F:39])[C:3]1[N:7]([C:8]2[N:13]=[C:12]([N:14]3[CH2:19][CH2:18][O:17][CH2:16][CH2:15]3)[N:11]=[C:10]([N:20]([CH:27]3[CH2:32][CH2:31][NH:30][CH2:29][CH2:28]3)[CH2:21][CH2:22][CH2:23][N:24]([CH3:26])[CH3:25])[N:9]=2)[C:6]2[CH:33]=[CH:34][CH:35]=[C:36]([O:37][CH3:38])[C:5]=2[N:4]=1.[CH3:40][S:41](Cl)(=[O:43])=[O:42]. (2) Given the product [F:28][C:25]1[CH:26]=[CH:27][C:22]([CH2:21][NH:20][C:18](=[O:19])[C:17]2[CH:29]=[CH:30][C:14]([S:11]([N:4]3[C:5]4[C:10](=[CH:9][CH:8]=[CH:7][CH:6]=4)[C:2]([N:31]4[CH2:36][CH2:35][CH2:34][CH2:33][CH2:32]4)=[N:3]3)(=[O:13])=[O:12])=[CH:15][CH:16]=2)=[CH:23][CH:24]=1, predict the reactants needed to synthesize it. The reactants are: Cl[C:2]1[C:10]2[C:5](=[CH:6][CH:7]=[CH:8][CH:9]=2)[N:4]([S:11]([C:14]2[CH:30]=[CH:29][C:17]([C:18]([NH:20][CH2:21][C:22]3[CH:27]=[CH:26][C:25]([F:28])=[CH:24][CH:23]=3)=[O:19])=[CH:16][CH:15]=2)(=[O:13])=[O:12])[N:3]=1.[NH:31]1[CH2:36][CH2:35][CH2:34][CH2:33][CH2:32]1. (3) Given the product [NH2:22][C:18]1[O:19][CH2:20][CH2:21][C@:16]2([C:4]3[CH:3]=[C:2]([Cl:1])[N:7]=[C:6]([F:8])[C:5]=3[O:9][C:10]3[C:15]2=[CH:14][C:13]([NH:23][C:31](=[O:32])[C:28]2[CH:27]=[CH:26][C:25]([Cl:24])=[CH:30][N:29]=2)=[CH:12][CH:11]=3)[N:17]=1, predict the reactants needed to synthesize it. The reactants are: [Cl:1][C:2]1[N:7]=[C:6]([F:8])[C:5]2[O:9][C:10]3[C:15]([C@@:16]4([CH2:21][CH2:20][O:19][C:18]([NH2:22])=[N:17]4)[C:4]=2[CH:3]=1)=[CH:14][C:13]([NH2:23])=[CH:12][CH:11]=3.[Cl:24][C:25]1[CH:26]=[CH:27][C:28]([C:31](O)=[O:32])=[N:29][CH:30]=1.[Cl-].COC1N=C(OC)N=C([N+]2(C)CCOCC2)N=1. (4) Given the product [O:3]=[C:4]1[CH:5]=[C:6]([C@H:8]2[CH2:13][CH2:12][N:11]([C:14]([O:16][CH3:17])=[O:15])[C@@H:10]([C:18]3[CH:23]=[CH:22][C:21]([C:24]([F:27])([F:26])[F:25])=[CH:20][CH:19]=3)[CH2:9]2)[O:7][NH:31]1, predict the reactants needed to synthesize it. The reactants are: C([O:3][C:4](=O)[CH2:5][C:6]([C@H:8]1[CH2:13][CH2:12][N:11]([C:14]([O:16][CH3:17])=[O:15])[C@@H:10]([C:18]2[CH:23]=[CH:22][C:21]([C:24]([F:27])([F:26])[F:25])=[CH:20][CH:19]=2)[CH2:9]1)=[O:7])C.[OH-].[Na+].[NH2:31]O.Cl. (5) Given the product [CH:1]1([C:4]2[N:8]([C:9]([O:11][C:12]([CH3:15])([CH3:14])[CH3:13])=[O:10])[C:7]3[CH:16]=[C:17]([C:22]4[C:23]([CH3:28])=[N:24][O:25][C:26]=4[CH3:27])[CH:18]=[C:19]([CH:20]([OH:21])[CH:35]4[CH2:34][CH2:36][O:40]4)[C:6]=3[N:5]=2)[CH2:2][CH2:3]1, predict the reactants needed to synthesize it. The reactants are: [CH:1]1([C:4]2[N:8]([C:9]([O:11][C:12]([CH3:15])([CH3:14])[CH3:13])=[O:10])[C:7]3[CH:16]=[C:17]([C:22]4[C:23]([CH3:28])=[N:24][O:25][C:26]=4[CH3:27])[CH:18]=[C:19]([CH:20]=[O:21])[C:6]=3[N:5]=2)[CH2:3][CH2:2]1.C(B([CH2:34][CH3:35])CC)C.[C:36]([O:40]O)(C)(C)C.